Dataset: Peptide-MHC class II binding affinity with 134,281 pairs from IEDB. Task: Regression. Given a peptide amino acid sequence and an MHC pseudo amino acid sequence, predict their binding affinity value. This is MHC class II binding data. (1) The peptide sequence is KTMVKKWRDVPYLTK. The MHC is HLA-DQA10201-DQB10402 with pseudo-sequence HLA-DQA10201-DQB10402. The binding affinity (normalized) is 0.188. (2) The peptide sequence is DENPVVHFFKNIVTPRTPPP. The binding affinity (normalized) is 0.771. The MHC is DRB1_0401 with pseudo-sequence DRB1_0401. (3) The peptide sequence is EKKYFAATQFEHLAA. The MHC is HLA-DPA10201-DPB11401 with pseudo-sequence HLA-DPA10201-DPB11401. The binding affinity (normalized) is 0.781.